This data is from Catalyst prediction with 721,799 reactions and 888 catalyst types from USPTO. The task is: Predict which catalyst facilitates the given reaction. (1) Reactant: [CH3:1][O:2][P:3]([CH:7]([O:11][CH3:12])[C:8](O)=[O:9])([O:5][CH3:6])=[O:4].CN(C=O)C.C(Cl)(=O)C([Cl:21])=O. Product: [CH3:1][O:2][P:3]([CH:7]([O:11][CH3:12])[C:8]([Cl:21])=[O:9])([O:5][CH3:6])=[O:4]. The catalyst class is: 4. (2) Product: [F:39][C:26]1[C:27]([NH:32][S:33]([CH2:36][CH2:37][CH3:38])(=[O:34])=[O:35])=[CH:28][CH:29]=[C:30]([F:31])[C:25]=1[C:24]([NH:23][C:20]1[CH:21]=[C:22]2[C:14]([C:12]3[N:8]=[C:6]([CH3:7])[S:9][CH:11]=3)=[CH:15][NH:16][C:17]2=[N:18][CH:19]=1)=[O:40]. Reactant: C([O-])(O)=O.[Na+].[C:6](=[S:9])([NH2:8])[CH3:7].Cl[CH2:11][C:12]([C:14]1[C:22]2[C:17](=[N:18][CH:19]=[C:20]([NH:23][C:24](=[O:40])[C:25]3[C:30]([F:31])=[CH:29][CH:28]=[C:27]([NH:32][S:33]([CH2:36][CH2:37][CH3:38])(=[O:35])=[O:34])[C:26]=3[F:39])[CH:21]=2)[NH:16][CH:15]=1)=O.CO. The catalyst class is: 1. (3) Reactant: [C:1]([O:5][C:6]([N:8]1[CH2:13][CH2:12][N:11]2[C:14]([C:17]([F:20])([F:19])[F:18])=[N:15][CH:16]=[C:10]2[CH2:9]1)=[O:7])([CH3:4])([CH3:3])[CH3:2].[Br:21]N1C(=O)CCC1=O. Product: [C:1]([O:5][C:6]([N:8]1[CH2:13][CH2:12][N:11]2[C:14]([C:17]([F:20])([F:18])[F:19])=[N:15][C:16]([Br:21])=[C:10]2[CH2:9]1)=[O:7])([CH3:4])([CH3:2])[CH3:3]. The catalyst class is: 8. (4) Reactant: Br[C:2]1[CH:3]=[CH:4][C:5]2[N:6]([C:8]([C:12]3[S:13][C:14]([C:23]4[N:27]=[CH:26][N:25]([CH:28]5[CH2:33][CH2:32][CH2:31][CH2:30][O:29]5)[N:24]=4)=[C:15]([C:17]4[CH:22]=[CH:21][CH:20]=[CH:19][CH:18]=4)[N:16]=3)=[C:9]([CH3:11])[N:10]=2)[CH:7]=1.[F:34][C:35]1[CH:40]=[CH:39][CH:38]=[C:37]([O:41][CH3:42])[C:36]=1B(O)O.C(=O)([O-])[O-].[Cs+].[Cs+].CCOC(C)=O. Product: [F:34][C:35]1[CH:40]=[CH:39][CH:38]=[C:37]([O:41][CH3:42])[C:36]=1[C:2]1[CH:3]=[CH:4][C:5]2[N:6]([C:8]([C:12]3[S:13][C:14]([C:23]4[N:27]=[CH:26][N:25]([CH:28]5[CH2:33][CH2:32][CH2:31][CH2:30][O:29]5)[N:24]=4)=[C:15]([C:17]4[CH:22]=[CH:21][CH:20]=[CH:19][CH:18]=4)[N:16]=3)=[C:9]([CH3:11])[N:10]=2)[CH:7]=1. The catalyst class is: 149. (5) The catalyst class is: 6. Product: [CH3:5][CH2:4][N:3]([CH2:6][C:7]([NH:9][C:10]1[C:15]([CH3:16])=[CH:14][CH:13]=[CH:12][C:11]=1[CH3:17])=[O:8])[CH2:2][CH3:1]. Reactant: [CH3:1][CH2:2][N:3]([CH2:6][C:7]([NH:9][C:10]1[C:11]([CH3:17])=[CH:12][CH:13]=[CH:14][C:15]=1[CH3:16])=[O:8])[CH2:4][CH3:5].Cl.Cl. (6) Reactant: [ClH:1].O1CCOCC1.C(OC([N:15]1[CH2:20][CH2:19][N:18]([C:21]([O:23][CH2:24][C:25]2[CH:30]=[CH:29][CH:28]=[C:27]([O:31][CH2:32][CH2:33][C:34]3[CH:39]=[CH:38][CH:37]=[CH:36][CH:35]=3)[CH:26]=2)=[O:22])[CH2:17][CH2:16]1)=O)(C)(C)C. Product: [ClH:1].[C:34]1([CH2:33][CH2:32][O:31][C:27]2[CH:26]=[C:25]([CH:30]=[CH:29][CH:28]=2)[CH2:24][O:23][C:21]([N:18]2[CH2:19][CH2:20][NH:15][CH2:16][CH2:17]2)=[O:22])[CH:39]=[CH:38][CH:37]=[CH:36][CH:35]=1. The catalyst class is: 275.